This data is from Clinical trial toxicity outcomes and FDA approval status for drugs. The task is: Regression/Classification. Given a drug SMILES string, predict its toxicity properties. Task type varies by dataset: regression for continuous values (e.g., LD50, hERG inhibition percentage) or binary classification for toxic/non-toxic outcomes (e.g., AMES mutagenicity, cardiotoxicity, hepatotoxicity). Dataset: clintox. The compound is CC1(C)C2CCC1(CS(=O)(=O)[O-])C(=O)/C2=C\c1ccc(/C=C2\C(=O)C3(CS(=O)(=O)[O-])CCC2C3(C)C)cc1. The result is 0 (passed clinical trial).